From a dataset of Full USPTO retrosynthesis dataset with 1.9M reactions from patents (1976-2016). Predict the reactants needed to synthesize the given product. (1) Given the product [CH:25]([C:22]1[N:20]2[CH:21]=[C:16]([O:14][C@@H:7]3[C:8]4[C:13](=[CH:12][CH:11]=[CH:10][CH:9]=4)[C@@H:4]([NH2:3])[CH2:5][CH2:6]3)[CH:17]=[CH:18][C:19]2=[N:24][N:23]=1)([CH3:27])[CH3:26], predict the reactants needed to synthesize it. The reactants are: [H-].[Na+].[NH2:3][C@@H:4]1[C:13]2[C:8](=[CH:9][CH:10]=[CH:11][CH:12]=2)[C@@H:7]([OH:14])[CH2:6][CH2:5]1.F[C:16]1[CH:17]=[CH:18][C:19]2[N:20]([C:22]([CH:25]([CH3:27])[CH3:26])=[N:23][N:24]=2)[CH:21]=1. (2) Given the product [S:1]1[C:5]2[CH:6]=[CH:7][CH:8]=[CH:9][C:4]=2[N:3]=[C:2]1[O:10][C:11]1[CH:12]=[CH:13][C:14]([O:15][CH2:16][CH2:17][N:18]2[CH2:23][CH2:22][CH:21]([C:24]([NH:26][S:34]([CH:31]([CH3:33])[CH3:32])(=[O:36])=[O:35])=[O:25])[CH2:20][CH2:19]2)=[CH:27][CH:28]=1, predict the reactants needed to synthesize it. The reactants are: [S:1]1[C:5]2[CH:6]=[CH:7][CH:8]=[CH:9][C:4]=2[N:3]=[C:2]1[O:10][C:11]1[CH:28]=[CH:27][C:14]([O:15][CH2:16][CH2:17][N:18]2[CH2:23][CH2:22][CH:21]([C:24]([NH2:26])=[O:25])[CH2:20][CH2:19]2)=[CH:13][CH:12]=1.[H-].[Na+].[CH:31]([S:34](Cl)(=[O:36])=[O:35])([CH3:33])[CH3:32]. (3) Given the product [Br:1][C:2]1[CH:3]=[CH:4][C:5]([C:8]2[N:9]=[CH:10][N:11]([CH3:15])[CH:12]=2)=[CH:6][CH:7]=1, predict the reactants needed to synthesize it. The reactants are: [Br:1][C:2]1[CH:7]=[CH:6][C:5]([C:8]2[N:9]=[CH:10][NH:11][CH:12]=2)=[CH:4][CH:3]=1.IC.[C:15](=O)([O-])[O-].[Cs+].[Cs+].CCOC(C)=O.